This data is from Full USPTO retrosynthesis dataset with 1.9M reactions from patents (1976-2016). The task is: Predict the reactants needed to synthesize the given product. (1) Given the product [CH2:28]([O:30][C:31](=[O:51])[CH2:32][C:33]1([C:36]2[CH:41]=[CH:40][C:39]([C:23]3[CH:24]=[CH:25][C:20]([C:19]4[O:18][N:17]=[C:16]([CH3:27])[C:15]=4[NH:14][CH:11]4[CH2:12][CH2:13][N:8]([CH2:1][C:2]5[CH:7]=[CH:6][CH:5]=[CH:4][CH:3]=5)[CH2:9][CH2:10]4)=[CH:21][CH:22]=3)=[CH:38][CH:37]=2)[CH2:35][CH2:34]1)[CH3:29], predict the reactants needed to synthesize it. The reactants are: [CH2:1]([N:8]1[CH2:13][CH2:12][CH:11]([NH:14][C:15]2[C:16]([CH3:27])=[N:17][O:18][C:19]=2[C:20]2[CH:25]=[CH:24][C:23](Br)=[CH:22][CH:21]=2)[CH2:10][CH2:9]1)[C:2]1[CH:7]=[CH:6][CH:5]=[CH:4][CH:3]=1.[CH2:28]([O:30][C:31](=[O:51])[CH2:32][C:33]1([C:36]2[CH:41]=[CH:40][C:39](B3OC(C)(C)C(C)(C)O3)=[CH:38][CH:37]=2)[CH2:35][CH2:34]1)[CH3:29]. (2) The reactants are: [NH2:1][C:2]1[CH:3]=[C:4]([C:7](Br)=[CH:8][N:9]=1)[C:5]#[N:6].[Cl:11][C:12]1[CH:17]=[C:16]([Cl:18])[CH:15]=[CH:14][C:13]=1B(O)O.C([O-])([O-])=O.[Na+].[Na+]. Given the product [NH2:1][C:2]1[CH:3]=[C:4]([C:7]([C:15]2[CH:14]=[CH:13][C:12]([Cl:11])=[CH:17][C:16]=2[Cl:18])=[CH:8][N:9]=1)[C:5]#[N:6], predict the reactants needed to synthesize it. (3) Given the product [CH3:22][O:18][C@H:17]1[C:11]2[S:10][C:9]([C:6]3[CH:5]=[CH:4][C:3]([N:2]([CH3:19])[CH3:1])=[CH:8][CH:7]=3)=[N:13][C:12]=2[CH2:14][CH2:15][CH2:16]1, predict the reactants needed to synthesize it. The reactants are: [CH3:1][N:2]([CH3:19])[C:3]1[CH:8]=[CH:7][C:6]([C:9]2[S:10][C:11]3[C@H:17]([OH:18])[CH2:16][CH2:15][CH2:14][C:12]=3[N:13]=2)=[CH:5][CH:4]=1.[H-].[Na+].[CH3:22]I. (4) Given the product [C:31]([C:22](=[C:23]1[N:27]([CH3:28])[CH2:26][CH:25]([CH2:29][OH:30])[O:24]1)[CH:21]=[C:12]1[C:13](=[O:20])[C:14]2[C:19](=[CH:18][CH:17]=[CH:16][CH:15]=2)[NH:11]1)#[N:32], predict the reactants needed to synthesize it. The reactants are: CNCC(O)CO.C([N:11]1[C:19]2[C:14](=[CH:15][CH:16]=[CH:17][CH:18]=2)[C:13](=[O:20])[C:12]1=[CH:21][C:22]([C:31]#[N:32])=[C:23]1[N:27]([CH3:28])[CH2:26][CH:25]([CH2:29][OH:30])[O:24]1)(=O)C.